Dataset: Catalyst prediction with 721,799 reactions and 888 catalyst types from USPTO. Task: Predict which catalyst facilitates the given reaction. (1) Reactant: [C:1](OC(=O)C)(=[O:3])C.C(O)=O.O1CCCC1.[NH2:16][C:17]1[CH:22]=[CH:21][C:20]([C:23]2[NH:27][C:26]([C@H:28]3[N:36]4[C:31](=[CH:32][C:33]([C:38]5[CH:43]=[C:42]([Cl:44])[CH:41]=[CH:40][C:39]=5[N:45]5[CH:49]=[N:48][N:47]=[N:46]5)=[CH:34][C:35]4=[O:37])[CH2:30][CH2:29]3)=[N:25][CH:24]=2)=[CH:19][CH:18]=1. Product: [Cl:44][C:42]1[CH:41]=[CH:40][C:39]([N:45]2[CH:49]=[N:48][N:47]=[N:46]2)=[C:38]([C:33]2[CH:32]=[C:31]3[N:36]([C@H:28]([C:26]4[NH:27][C:23]([C:20]5[CH:19]=[CH:18][C:17]([NH:16][CH:1]=[O:3])=[CH:22][CH:21]=5)=[CH:24][N:25]=4)[CH2:29][CH2:30]3)[C:35](=[O:37])[CH:34]=2)[CH:43]=1. The catalyst class is: 6. (2) Product: [F:12][C:2]([F:1])([F:13])[C:3]1[N:7]2[CH2:8][CH2:9][NH:10][CH2:11][C:6]2=[N:5][N:4]=1. The catalyst class is: 19. Reactant: [F:1][C:2]([F:13])([F:12])[C:3]1[N:7]2[CH:8]=[CH:9][N:10]=[CH:11][C:6]2=[N:5][N:4]=1. (3) Reactant: C1(P(C2CCCCC2)C2C=CC=CC=2C2C=CC=CC=2N(C)C)CCCCC1.C[Si](C)(C)[N-][Si](C)(C)C.[Li+].[C:39]([O:43][C:44](=[O:46])[CH3:45])([CH3:42])([CH3:41])[CH3:40].Cl[N:48]1[CH:53]=[CH:52][CH:51]=[C:50]([Cl:54])[CH2:49]1. Product: [C:39]([O:43][C:44](=[O:46])[CH2:45][C:52]1[CH:53]=[N:48][CH:49]=[C:50]([Cl:54])[CH:51]=1)([CH3:42])([CH3:41])[CH3:40]. The catalyst class is: 491. (4) Reactant: [Br:1][C:2]1[N:7]=[C:6](F)[C:5]([O:9][CH3:10])=[CH:4][CH:3]=1.Br.Br.[NH:13]1[CH2:19][CH:18]([OH:20])[CH2:17][NH:16][CH2:15][CH2:14]1.CCN(C(C)C)C(C)C. Product: [Br:1][C:2]1[N:7]=[C:6]([N:13]2[CH2:19][CH:18]([OH:20])[CH2:17][NH:16][CH2:15][CH2:14]2)[C:5]([O:9][CH3:10])=[CH:4][CH:3]=1. The catalyst class is: 32. (5) Product: [Cl:15][C:16]1[CH:32]=[CH:31][C:19]([NH:20][C:21](=[O:22])[C:25]2[CH:30]=[CH:29][CH:28]=[CH:27][CH:26]=2)=[C:18]([C:23](=[O:24])[C:3]2[C:4]([O:8][CH3:9])=[CH:5][CH:6]=[CH:7][C:2]=2[F:1])[CH:17]=1. Reactant: [F:1][C:2]1[CH:7]=[CH:6][CH:5]=[C:4]([O:8][CH3:9])[CH:3]=1.C([Li])CCC.[Cl:15][C:16]1[CH:32]=[CH:31][C:19]2[N:20]=[C:21]([C:25]3[CH:30]=[CH:29][CH:28]=[CH:27][CH:26]=3)[O:22][C:23](=[O:24])[C:18]=2[CH:17]=1.Cl. The catalyst class is: 49.